From a dataset of Forward reaction prediction with 1.9M reactions from USPTO patents (1976-2016). Predict the product of the given reaction. (1) Given the reactants Cl[CH2:2][CH2:3][O:4][C:5]1[CH:10]=[CH:9][C:8]([N+:11]([O-:13])=[O:12])=[CH:7][CH:6]=1.[Na].[NH:15]1[CH:19]=[N:18][CH:17]=[N:16]1.C(OCC)(=O)C.O, predict the reaction product. The product is: [N+:11]([C:8]1[CH:9]=[CH:10][C:5]([O:4][CH2:3][CH2:2][N:15]2[CH:19]=[N:18][CH:17]=[N:16]2)=[CH:6][CH:7]=1)([O-:13])=[O:12]. (2) Given the reactants [CH2:1]([O:3][C:4]([C:6]1[N:7]([CH2:23][O:24][CH3:25])[C:8]2[C:13]([CH:14]=1)=[CH:12][CH:11]=[C:10]([O:15]CC1C=CC=CC=1)[CH:9]=2)=[O:5])[CH3:2], predict the reaction product. The product is: [CH2:1]([O:3][C:4]([C:6]1[N:7]([CH2:23][O:24][CH3:25])[C:8]2[C:13]([CH:14]=1)=[CH:12][CH:11]=[C:10]([OH:15])[CH:9]=2)=[O:5])[CH3:2]. (3) Given the reactants N[C@H]1C2C(=CC=CC=2)C[C@H]1O.[Br:12][CH2:13][C:14]([C:16]1[CH:21]=[CH:20][C:19]([O:22][CH2:23][C:24]2[CH:29]=[CH:28][CH:27]=[CH:26][CH:25]=2)=[C:18]([N+:30]([O-:32])=[O:31])[CH:17]=1)=[O:15], predict the reaction product. The product is: [N+:30]([C:18]1[CH:17]=[C:16]([C@H:14]([OH:15])[CH2:13][Br:12])[CH:21]=[CH:20][C:19]=1[O:22][CH2:23][C:24]1[CH:29]=[CH:28][CH:27]=[CH:26][CH:25]=1)([O-:32])=[O:31].